Dataset: Experimentally validated miRNA-target interactions with 360,000+ pairs, plus equal number of negative samples. Task: Binary Classification. Given a miRNA mature sequence and a target amino acid sequence, predict their likelihood of interaction. (1) The miRNA is hsa-miR-6746-5p with sequence CCGGGAGAAGGAGGUGGCCUGG. The protein sequence of the target gene is MGSLSGLRLAAGSCFRLCERDVSSSLRLTRSSDLKRINGFCTKPQESPGAPSRTYNRVPLHKPTDWQKKILIWSGRFKKEDEIPETVSLEMLDAAKNKMRVKISYLMIALTVVGCIFMVIEGKKAAQRHETLTSLNLEKKARLKEEAAMKAKTE. Result: 1 (interaction). (2) The protein sequence of the target gene is MDSVDGLQCLTMTAENPPSGDLIPAPLVTCKLCLCEQSLDKMTMLQECQCIFCTPCLKQYMVLSIREGCGSPITCPDMVCLNHGTLQETEIACLVPLDEFQLYQRLKFEREVHMDPLRTWCPVADCQTVCHISAGDPGQPVLVECPSCHLKFCSCCKDAWHEESSCRDSQSAMPEHGALFGTDADAPIKQCPVCRIYIERNEGCAQMMCKNCKHTFCWYCLQNLDNDIFLRHYDKGPCRNKLGHSRASVMWNRTQVVGILVGLGVIALVTSPLLLLASPCIICCVCKSCRGKKKKHDPST.... Result: 0 (no interaction). The miRNA is cel-miR-242 with sequence UUGCGUAGGCCUUUGCUUCGA. (3) The miRNA is hsa-miR-6726-3p with sequence CUCGCCCUGUCUCCCGCUAG. The protein sequence of the target gene is MAGIKALISLSFGGAIGLMFLMLGCALPIYNQYWPLFVLFFYILSPIPYCIARRLVDDTDAMSNACKELAIFLTTGIVVSAFGLPVVFARAHLIEWGACALVLTGNTVIFATILGFFLVFGSNDDFSWQQW. Result: 0 (no interaction). (4) The miRNA is hsa-miR-3658 with sequence UUUAAGAAAACACCAUGGAGAU. The protein sequence of the target gene is MSLILNILREMLEYFGVPVEQVLLIWENKDYGSTRSIVRIIGKMLPLEPCRRPNFELIPLLNSVDSDNCGSMVPSFADILYVANDEEASYLRFRNSIWKNEEEKVEIFHPLRLVRDPLSPAVRQKETVKNDLPVNEAAIRKIAALENELTFLRSQIAAIVEMQELKNSTNSSSFGLSDERISLGQLSSSRAAHLSVDPDQLPGSVLSPPPPPPLPPQFSSLQPPCFPPVQPGSNNICDSDNPATEMSKQNPAANKTNYSHHSKSQRNKDIPNMLDVLKDMNKVKLRAIERSPGGRPIHKR.... Result: 0 (no interaction). (5) The miRNA is mmu-miR-448-5p with sequence GAACAUCCUGCAUAGUGCUGCC. The protein sequence of the target gene is MANSERTFIAIKPDGVQRGLVGEIIKRFEQKGFRLVGLKFLQASEDLLKEHYTDLKDRPFFTGLVKYMHSGPVVAMVWEGLNVVKTGRVMLGETNPADSKPGTIRGDFCIQVGRNIIHGSDSVKSAEKEISLWFQPEELVEYKSCAQNWIYE. Result: 0 (no interaction).